Dataset: Catalyst prediction with 721,799 reactions and 888 catalyst types from USPTO. Task: Predict which catalyst facilitates the given reaction. (1) Reactant: [Cl:1][C:2]1[C:3]2[CH:10]=[CH:9][N:8]([C@H:11]3[C@@H:15]4[O:16][C:17]([CH3:20])([CH3:19])[O:18][C@@H:14]4[C@@H:13]([CH2:21]O)[CH2:12]3)[C:4]=2[N:5]=[CH:6][N:7]=1.C1C=CC(P(C2C=CC=CC=2)C2C=CC=CC=2)=CC=1.C1C=CC(OP(OC2C=CC=CC=2)([N:51]=[N+:52]=[N-:53])=O)=CC=1. Product: [N:51]([CH2:21][C@@H:13]1[C@H:14]2[O:18][C:17]([CH3:19])([CH3:20])[O:16][C@H:15]2[C@H:11]([N:8]2[C:4]3[N:5]=[CH:6][N:7]=[C:2]([Cl:1])[C:3]=3[CH:10]=[CH:9]2)[CH2:12]1)=[N+:52]=[N-:53]. The catalyst class is: 1. (2) Reactant: I[C:2]1[CH:11]=[C:10]2[C:5]([CH:6]=[C:7]([C:13]3[CH:18]=[CH:17][CH:16]=[CH:15][C:14]=3[C:19]([F:22])([F:21])[F:20])[NH:8][C:9]2=[O:12])=[CH:4][CH:3]=1.CC1(C)C2C=CC=C(P(C3C=CC=CC=3)C3C=CC=CC=3)C=2OC2C1=CC=CC=2P(C1C=CC=CC=1)C1C=CC=CC=1.C(=O)([O-])[O-].[Cs+].[Cs+].[CH3:71][NH:72][C:73]([NH2:75])=[O:74].[Cl-].[NH4+]. The catalyst class is: 102. Product: [CH3:71][NH:72][C:73]([NH:75][C:2]1[CH:11]=[C:10]2[C:5]([CH:6]=[C:7]([C:13]3[CH:18]=[CH:17][CH:16]=[CH:15][C:14]=3[C:19]([F:22])([F:21])[F:20])[NH:8][C:9]2=[O:12])=[CH:4][CH:3]=1)=[O:74].